This data is from Catalyst prediction with 721,799 reactions and 888 catalyst types from USPTO. The task is: Predict which catalyst facilitates the given reaction. (1) Reactant: C(N(C(C)C)CC)(C)C.[C:10]([N:14]1[CH2:19][CH2:18][N:17]([C:20]([O:22][C:23]([CH3:26])([CH3:25])[CH3:24])=[O:21])[C@@H:16]([C:27](O)=[O:28])[CH2:15]1)([CH3:13])([CH3:12])[CH3:11].[CH2:30]([N:37]1[CH2:42][CH2:41][NH:40][CH2:39][CH2:38]1)[C:31]1[CH:36]=[CH:35][CH:34]=[CH:33][CH:32]=1.CN(C(ON1N=NC2C=CC=NC1=2)=[N+](C)C)C.F[P-](F)(F)(F)(F)F. Product: [CH2:30]([N:37]1[CH2:42][CH2:41][N:40]([C:27]([C@H:16]2[CH2:15][N:14]([C:10]([CH3:13])([CH3:11])[CH3:12])[CH2:19][CH2:18][N:17]2[C:20]([O:22][C:23]([CH3:26])([CH3:24])[CH3:25])=[O:21])=[O:28])[CH2:39][CH2:38]1)[C:31]1[CH:32]=[CH:33][CH:34]=[CH:35][CH:36]=1. The catalyst class is: 735. (2) Reactant: [Cl:1][C:2]1[C:7]([Cl:8])=[CH:6][CH:5]=[CH:4][C:3]=1[S:9]([N:12]([C:21]1[C:26]([O:27][CH3:28])=[N:25][C:24]([S:29][CH2:30][CH:31](O)[C:32]2[O:33][CH:34]=[CH:35][N:36]=2)=[CH:23][N:22]=1)[CH2:13][O:14][CH2:15][CH2:16][Si:17]([CH3:20])([CH3:19])[CH3:18])(=[O:11])=[O:10].CS([Cl:42])(=O)=O.C(N(CC)CC)C. Product: [Cl:1][C:2]1[C:7]([Cl:8])=[CH:6][CH:5]=[CH:4][C:3]=1[S:9]([N:12]([C:21]1[C:26]([O:27][CH3:28])=[N:25][C:24]([S:29][CH2:30][CH:31]([Cl:42])[C:32]2[O:33][CH:34]=[CH:35][N:36]=2)=[CH:23][N:22]=1)[CH2:13][O:14][CH2:15][CH2:16][Si:17]([CH3:18])([CH3:19])[CH3:20])(=[O:10])=[O:11]. The catalyst class is: 96. (3) Reactant: [F:1][C:2]1[CH:7]=[CH:6][C:5]([O:8][CH2:9][C:10]([O:12]C)=[O:11])=[C:4]([O:14][CH2:15][C:16]([O:18]C)=[O:17])[CH:3]=1.[H][H]. The catalyst class is: 6. Product: [F:1][C:2]1[CH:7]=[CH:6][C:5]([O:8][CH2:9][C:10]([OH:12])=[O:11])=[C:4]([O:14][CH2:15][C:16]([OH:18])=[O:17])[CH:3]=1.